From a dataset of Forward reaction prediction with 1.9M reactions from USPTO patents (1976-2016). Predict the product of the given reaction. Given the reactants [CH2:1]([O:3][C:4]([C:6]1[NH:7][C:8]2[C:13]([CH:14]=1)=[CH:12][C:11]([N+:15]([O-])=O)=[CH:10][CH:9]=2)=[O:5])[CH3:2].C1CCCCC=1, predict the reaction product. The product is: [NH2:15][C:11]1[CH:12]=[C:13]2[C:8](=[CH:9][CH:10]=1)[NH:7][C:6]([C:4]([O:3][CH2:1][CH3:2])=[O:5])=[CH:14]2.